From a dataset of NCI-60 drug combinations with 297,098 pairs across 59 cell lines. Regression. Given two drug SMILES strings and cell line genomic features, predict the synergy score measuring deviation from expected non-interaction effect. Drug 1: CC1=CC=C(C=C1)C2=CC(=NN2C3=CC=C(C=C3)S(=O)(=O)N)C(F)(F)F. Drug 2: C1CN1P(=S)(N2CC2)N3CC3. Cell line: NCI/ADR-RES. Synergy scores: CSS=20.4, Synergy_ZIP=-3.80, Synergy_Bliss=-4.17, Synergy_Loewe=-4.04, Synergy_HSA=-2.66.